Dataset: CYP1A2 inhibition data for predicting drug metabolism from PubChem BioAssay. Task: Regression/Classification. Given a drug SMILES string, predict its absorption, distribution, metabolism, or excretion properties. Task type varies by dataset: regression for continuous measurements (e.g., permeability, clearance, half-life) or binary classification for categorical outcomes (e.g., BBB penetration, CYP inhibition). Dataset: cyp1a2_veith. The result is 1 (inhibitor). The drug is CCOc1cccc(OCCCNCCCOC)c1.